From a dataset of Reaction yield outcomes from USPTO patents with 853,638 reactions. Predict the reaction yield, written as a fraction of the theoretical maximum amount of product (1.0 means a 100% yield; for example, 0.34 means a 34% yield). The reactants are [C:1]([C:4]1[C:9](=[O:10])[C:8]([O:11][CH3:12])=[CH:7][N:6]([C:13]2[CH:18]=[C:17]([I:19])[CH:16]=[CH:15][C:14]=2[F:20])[N:5]=1)(=O)[CH3:2].[CH3:21]C(O)=O.[C:25]1([NH:31][NH2:32])[CH:30]=[CH:29][CH:28]=[CH:27][CH:26]=1. The catalyst is COC(OC)N(C)C. The product is [F:20][C:14]1[CH:15]=[CH:16][C:17]([I:19])=[CH:18][C:13]=1[N:6]1[CH:7]=[C:8]([O:11][CH3:12])[C:9](=[O:10])[C:4]([C:1]2[N:31]([C:25]3[CH:30]=[CH:29][CH:28]=[CH:27][CH:26]=3)[N:32]=[CH:21][CH:2]=2)=[N:5]1. The yield is 0.600.